From a dataset of Reaction yield outcomes from USPTO patents with 853,638 reactions. Predict the reaction yield, written as a fraction of the theoretical maximum amount of product (1.0 means a 100% yield; for example, 0.34 means a 34% yield). (1) The reactants are C([Si](C)(C)[O:6][C@H:7]1[CH2:12][CH2:11][C@H:10]([N:13]2[CH2:18][CH2:17][CH2:16][CH2:15][C:14]2=[O:19])[CH2:9][CH2:8]1)(C)(C)C. The catalyst is C(O)C. The product is [OH:6][C@H:7]1[CH2:8][CH2:9][C@H:10]([N:13]2[CH2:18][CH2:17][CH2:16][CH2:15][C:14]2=[O:19])[CH2:11][CH2:12]1. The yield is 0.950. (2) The reactants are Br[CH2:2][C:3]1[C:4]([F:13])=[C:5]([CH:10]=[CH:11][CH:12]=1)[C:6]([O:8][CH3:9])=[O:7].C(=O)(O)[O-:15].[Na+]. The catalyst is CS(C)=O. The product is [F:13][C:4]1[C:3]([CH:2]=[O:15])=[CH:12][CH:11]=[CH:10][C:5]=1[C:6]([O:8][CH3:9])=[O:7]. The yield is 0.640. (3) The reactants are [Br:1][C:2]1[CH:7]=[CH:6][C:5]([S:8]([NH:11][C:12]2[CH:13]=[N:14][CH:15]=[C:16](B3OC(C)(C)C(C)(C)O3)[CH:17]=2)(=[O:10])=[O:9])=[C:4]([Cl:27])[CH:3]=1.Cl[C:29]1[CH:30]=[CH:31][C:32]2[N:33]=[CH:34][N:35]=[C:36]([O:39][CH:40]3[CH2:45][CH2:44][O:43][CH2:42][CH2:41]3)[C:37]=2[N:38]=1.C(=O)(O)[O-].[Na+]. The catalyst is O1CCOCC1.C1C=CC(P(C2C=CC=CC=2)[C-]2C=CC=C2)=CC=1.C1C=CC(P(C2C=CC=CC=2)[C-]2C=CC=C2)=CC=1.Cl[Pd]Cl.[Fe+2].C(Cl)Cl. The product is [Br:1][C:2]1[CH:7]=[CH:6][C:5]([S:8]([NH:11][C:12]2[CH:13]=[N:14][CH:15]=[C:16]([C:29]3[CH:30]=[CH:31][C:32]4[N:33]=[CH:34][N:35]=[C:36]([O:39][CH:40]5[CH2:45][CH2:44][O:43][CH2:42][CH2:41]5)[C:37]=4[N:38]=3)[CH:17]=2)(=[O:9])=[O:10])=[C:4]([Cl:27])[CH:3]=1. The yield is 0.200. (4) The catalyst is CCO.ClCCl.C(O)(=O)C. The product is [N:13]([CH2:16][CH2:17][CH2:18][C:19]1([C:21]2[CH:26]=[CH:25][CH:24]=[CH:23][CH:22]=2)[NH:6][N:5]=[C:4]([C:3]2[CH:8]=[C:9]([F:12])[CH:10]=[CH:11][C:2]=2[F:1])[S:7]1)=[N+:14]=[N-:15]. The reactants are [F:1][C:2]1[CH:11]=[CH:10][C:9]([F:12])=[CH:8][C:3]=1[C:4](=[S:7])[NH:5][NH2:6].[N:13]([CH2:16][CH2:17][CH2:18][C:19]([C:21]1[CH:26]=[CH:25][CH:24]=[CH:23][CH:22]=1)=O)=[N+:14]=[N-:15]. The yield is 0.410. (5) The yield is 0.660. The product is [CH3:24][O:23][C@H:3]1[C@H:2]([NH:1][CH2:36][C:34]2[CH:33]=[CH:32][C:29]3[O:30][CH2:31][C:26](=[O:25])[NH:27][C:28]=3[N:35]=2)[CH2:7][CH2:6][N:5]([CH2:8][CH2:9][N:10]2[C:19]3[C:14](=[CH:15][CH:16]=[C:17]([O:20][CH3:21])[CH:18]=3)[N:13]=[CH:12][C:11]2=[O:22])[CH2:4]1. The catalyst is CO. The reactants are [NH2:1][C@@H:2]1[CH2:7][CH2:6][N:5]([CH2:8][CH2:9][N:10]2[C:19]3[C:14](=[CH:15][CH:16]=[C:17]([O:20][CH3:21])[CH:18]=3)[N:13]=[CH:12][C:11]2=[O:22])[CH2:4][C@H:3]1[O:23][CH3:24].[O:25]=[C:26]1[CH2:31][O:30][C:29]2[CH:32]=[CH:33][C:34]([CH:36]=O)=[N:35][C:28]=2[NH:27]1.C(O[BH-](OC(=O)C)OC(=O)C)(=O)C.[Na+]. (6) The reactants are [CH2:1]([O:3][C:4]([C:6]1[CH:7]=[N:8][C:9]2[C:14]([CH:15]=1)=[CH:13][CH:12]=[C:11](Cl)[CH:10]=2)=[O:5])[CH3:2].CC(C)([O-])C.[Na+].C1(P(C2CCCCC2)C2C=CC=CC=2C2C=CC=CC=2)CCCCC1.[C:48](=[NH:61])([C:55]1[CH:60]=[CH:59][CH:58]=[CH:57][CH:56]=1)[C:49]1[CH:54]=[CH:53][CH:52]=[CH:51][CH:50]=1. The yield is 0.120. The product is [CH2:1]([O:3][C:4]([C:6]1[CH:7]=[N:8][C:9]2[C:14]([CH:15]=1)=[CH:13][CH:12]=[C:11]([N:61]=[C:48]([C:49]1[CH:54]=[CH:53][CH:52]=[CH:51][CH:50]=1)[C:55]1[CH:60]=[CH:59][CH:58]=[CH:57][CH:56]=1)[CH:10]=2)=[O:5])[CH3:2]. The catalyst is C(OCC)(=O)C.C1C=CC(/C=C/C(/C=C/C2C=CC=CC=2)=O)=CC=1.C1C=CC(/C=C/C(/C=C/C2C=CC=CC=2)=O)=CC=1.C1C=CC(/C=C/C(/C=C/C2C=CC=CC=2)=O)=CC=1.[Pd].[Pd].C1(C)C=CC=CC=1. (7) The yield is 1.00. The catalyst is CCO. The reactants are [F:1][C:2]([F:26])([F:25])[C:3]1[CH:12]=[C:11]([C:13]([F:16])([F:15])[F:14])[CH:10]=[C:9]2[C:4]=1[CH:5]=[CH:6][C:7]1[N:8]2[CH:17]=[C:18]([C:20](OCC)=[O:21])[N:19]=1.[NH2:27][NH2:28]. The product is [F:25][C:2]([F:1])([F:26])[C:3]1[CH:12]=[C:11]([C:13]([F:15])([F:14])[F:16])[CH:10]=[C:9]2[C:4]=1[CH:5]=[CH:6][C:7]1[N:8]2[CH:17]=[C:18]([C:20]([NH:27][NH2:28])=[O:21])[N:19]=1. (8) The reactants are [NH2:1][C:2]1[CH:3]=[C:4]([N:9]([CH3:23])[C:10]2[N:11]=[CH:12][C:13]3[N:18]=[C:17]([NH:19][C:20](=[O:22])[CH3:21])[S:16][C:14]=3[N:15]=2)[CH:5]=[CH:6][C:7]=1[F:8].[CH3:24][C:25]([C:29]1[CH:30]=[C:31]([CH:35]=[CH:36][CH:37]=1)[C:32](O)=[O:33])([CH3:28])[C:26]#[CH:27].F[P-](F)(F)(F)(F)F.N1(OC(N(C)C)=[N+](C)C)C2N=CC=CC=2N=N1.C(=O)([O-])O.[Na+]. The catalyst is N1C=CC=CC=1. The product is [C:20]([NH:19][C:17]1[S:16][C:14]2[N:15]=[C:10]([N:9]([CH3:23])[C:4]3[CH:5]=[CH:6][C:7]([F:8])=[C:2]([NH:1][C:32](=[O:33])[C:31]4[CH:35]=[CH:36][CH:37]=[C:29]([C:25]([CH3:24])([CH3:28])[C:26]#[CH:27])[CH:30]=4)[CH:3]=3)[N:11]=[CH:12][C:13]=2[N:18]=1)(=[O:22])[CH3:21]. The yield is 0.620. (9) The reactants are [C:1]([C:3]1[CH:4]=[C:5]([CH:21]=[CH:22][CH:23]=1)[C:6]([CH:8]([C:18](=O)[CH3:19])[CH2:9][CH2:10][CH2:11][CH2:12][C:13]([O:15][CH2:16][CH3:17])=[O:14])=O)#[N:2].[CH2:24]([C:26]1[N:27]([NH2:31])[CH:28]=[CH:29][CH:30]=1)[CH3:25]. The catalyst is C1(C)C=CC=CC=1.O.C1(C)C=CC(S(O)(=O)=O)=CC=1. The product is [C:1]([C:3]1[CH:4]=[C:5]([C:6]2[C:28]3[N:27]([C:26]([CH2:24][CH3:25])=[CH:30][CH:29]=3)[N:31]=[C:18]([CH3:19])[C:8]=2[CH2:9][CH2:10][CH2:11][CH2:12][C:13]([O:15][CH2:16][CH3:17])=[O:14])[CH:21]=[CH:22][CH:23]=1)#[N:2]. The yield is 0.838. (10) The reactants are [CH3:1][C:2]([OH:7])([CH2:4][CH:5]=[CH2:6])[CH3:3].C(N(CC)CC)C.Cl[P:16]([C:23]1[CH:28]=[CH:27][CH:26]=[CH:25][CH:24]=1)[C:17]1[CH:22]=[CH:21][CH:20]=[CH:19][CH:18]=1. The catalyst is C1COCC1.CN(C)C1C=CN=CC=1. The yield is 0.560. The product is [CH3:1][C:2]([O:7][P:16]([C:23]1[CH:24]=[CH:25][CH:26]=[CH:27][CH:28]=1)[C:17]1[CH:22]=[CH:21][CH:20]=[CH:19][CH:18]=1)([CH2:4][CH:5]=[CH2:6])[CH3:3].